From a dataset of Forward reaction prediction with 1.9M reactions from USPTO patents (1976-2016). Predict the product of the given reaction. (1) Given the reactants [CH:1]1([N:7]2[CH2:11][CH2:10][CH:9]([CH2:12][C:13]3[C:18]([Cl:19])=[CH:17][C:16]([C:20]4[CH:25]=[CH:24][C:23]([C:26]([N:28]5[CH2:33][CH2:32][NH:31][CH2:30][CH2:29]5)=[O:27])=[CH:22][CH:21]=4)=[CH:15][C:14]=3[Cl:34])[C:8]2=[O:35])[CH2:6][CH2:5][CH2:4][CH2:3][CH2:2]1.[OH-].[Na+].[C:38](Cl)(=[O:40])[CH3:39], predict the reaction product. The product is: [C:38]([N:31]1[CH2:30][CH2:29][N:28]([C:26]([C:23]2[CH:22]=[CH:21][C:20]([C:16]3[CH:15]=[C:14]([Cl:34])[C:13]([CH2:12][CH:9]4[CH2:10][CH2:11][N:7]([CH:1]5[CH2:6][CH2:5][CH2:4][CH2:3][CH2:2]5)[C:8]4=[O:35])=[C:18]([Cl:19])[CH:17]=3)=[CH:25][CH:24]=2)=[O:27])[CH2:33][CH2:32]1)(=[O:40])[CH3:39]. (2) Given the reactants C1(C[N:8]2[CH2:13][CH2:12][N:11]([C:14]([NH:16][C:17]3[CH:26]=[CH:25][CH:24]=[CH:23][C:18]=3[C:19]([O:21][CH3:22])=[O:20])=[O:15])[CH2:10][CH2:9]2)C=CC=CC=1, predict the reaction product. The product is: [N:11]1([C:14]([NH:16][C:17]2[CH:26]=[CH:25][CH:24]=[CH:23][C:18]=2[C:19]([O:21][CH3:22])=[O:20])=[O:15])[CH2:12][CH2:13][NH:8][CH2:9][CH2:10]1. (3) Given the reactants [Br:1][C:2]1[CH:7]=[CH:6][C:5]([CH2:8]Br)=[CH:4][CH:3]=1.[C:10]1([P:16]([C:23]2[CH:28]=[CH:27][CH:26]=[CH:25][CH:24]=2)[C:17]2[CH:22]=[CH:21][CH:20]=[CH:19][CH:18]=2)[CH:15]=[CH:14][CH:13]=[CH:12][CH:11]=1, predict the reaction product. The product is: [Br-:1].[Br:1][C:2]1[CH:7]=[CH:6][C:5]([CH2:8][P+:16]([C:17]2[CH:18]=[CH:19][CH:20]=[CH:21][CH:22]=2)([C:23]2[CH:28]=[CH:27][CH:26]=[CH:25][CH:24]=2)[C:10]2[CH:11]=[CH:12][CH:13]=[CH:14][CH:15]=2)=[CH:4][CH:3]=1. (4) Given the reactants O.[NH2:2][NH2:3].[Cl:4][C:5]1[CH:10]=[CH:9][C:8]([CH:11]([C:14]#[N:15])[C:12]#[N:13])=[CH:7][C:6]=1[CH3:16], predict the reaction product. The product is: [Cl:4][C:5]1[CH:10]=[CH:9][C:8]([C:11]2[C:14]([NH2:15])=[N:2][NH:3][C:12]=2[NH2:13])=[CH:7][C:6]=1[CH3:16]. (5) Given the reactants [Cl:1][CH2:2][CH2:3][CH2:4][C:5]([C:7]1[CH:12]=[CH:11][CH:10]=[CH:9][CH:8]=1)=[O:6].[BH4-].[Na+].Cl, predict the reaction product. The product is: [Cl:1][CH2:2][CH2:3][CH2:4][CH:5]([C:7]1[CH:12]=[CH:11][CH:10]=[CH:9][CH:8]=1)[OH:6]. (6) Given the reactants [C:7](O[C:7](=[O:11])[C:8]([CH3:10])=[CH2:9])(=[O:11])[C:8]([CH3:10])=[CH2:9].[NH2:12][C:13]1[CH:20]=[CH:19][C:16]([CH2:17][NH2:18])=[CH:15][CH:14]=1.C(N(CC)CC)C, predict the reaction product. The product is: [NH2:12][C:13]1[CH:20]=[CH:19][C:16]([CH2:17][NH:18][C:7](=[O:11])[C:8]([CH3:10])=[CH2:9])=[CH:15][CH:14]=1. (7) Given the reactants [C:1]([C:3]1[C:11]2[C:10]([N:12]3[CH2:17][CH2:16][CH:15]([NH:18][C:19](=[O:26])[C:20]4[CH:25]=[CH:24][CH:23]=[CH:22][CH:21]=4)[CH2:14][CH2:13]3)=[N:9][CH:8]=[N:7][C:6]=2[N:5](COCC[Si](C)(C)C)[CH:4]=1)#[N:2], predict the reaction product. The product is: [C:1]([C:3]1[C:11]2[C:6]([NH:7][CH:8]=[N:9][C:10]=2[N:12]2[CH2:13][CH2:14][CH:15]([NH:18][C:19](=[O:26])[C:20]3[CH:25]=[CH:24][CH:23]=[CH:22][CH:21]=3)[CH2:16][CH2:17]2)=[N:5][CH:4]=1)#[N:2]. (8) Given the reactants [CH3:1][NH:2][C:3]1[CH:8]=[CH:7][CH:6]=[C:5]([B:9]2[O:13][C:12]([CH3:15])([CH3:14])[C:11]([CH3:17])([CH3:16])[O:10]2)[C:4]=1[CH3:18].CCN(C(C)C)C(C)C.Cl[CH2:29][CH2:30][S:31](Cl)(=[O:33])=[O:32], predict the reaction product. The product is: [CH3:1][N:2]([C:3]1[CH:8]=[CH:7][CH:6]=[C:5]([B:9]2[O:13][C:12]([CH3:14])([CH3:15])[C:11]([CH3:17])([CH3:16])[O:10]2)[C:4]=1[CH3:18])[S:31]([CH:30]=[CH2:29])(=[O:33])=[O:32]. (9) Given the reactants C1(P(C2C=CC=CC=2)C2C=CC3C(=CC=CC=3)C=2C2C3C(=CC=CC=3)C=CC=2P(C2C=CC=CC=2)C2C=CC=CC=2)C=CC=CC=1.[NH2:47][C:48]1[CH:53]=[C:52]([CH3:54])[CH:51]=[CH:50][N:49]=1.[CH3:55][O:56][C:57](=[O:78])[CH2:58][CH2:59][CH:60]1[CH2:65][CH2:64][N:63]([C:66]2[S:67][C:68]([C:71]3[CH:76]=[CH:75][CH:74]=[C:73](Br)[N:72]=3)=[CH:69][N:70]=2)[CH2:62][CH2:61]1.C(=O)([O-])[O-].[Cs+].[Cs+], predict the reaction product. The product is: [CH3:55][O:56][C:57](=[O:78])[CH2:58][CH2:59][CH:60]1[CH2:61][CH2:62][N:63]([C:66]2[S:67][C:68]([C:71]3[CH:76]=[CH:75][CH:74]=[C:73]([NH:47][C:48]4[CH:53]=[C:52]([CH3:54])[CH:51]=[CH:50][N:49]=4)[N:72]=3)=[CH:69][N:70]=2)[CH2:64][CH2:65]1.